From a dataset of NCI-60 drug combinations with 297,098 pairs across 59 cell lines. Regression. Given two drug SMILES strings and cell line genomic features, predict the synergy score measuring deviation from expected non-interaction effect. (1) Drug 1: CC1=C(N=C(N=C1N)C(CC(=O)N)NCC(C(=O)N)N)C(=O)NC(C(C2=CN=CN2)OC3C(C(C(C(O3)CO)O)O)OC4C(C(C(C(O4)CO)O)OC(=O)N)O)C(=O)NC(C)C(C(C)C(=O)NC(C(C)O)C(=O)NCCC5=NC(=CS5)C6=NC(=CS6)C(=O)NCCC[S+](C)C)O. Drug 2: CC1=C(C(=O)C2=C(C1=O)N3CC4C(C3(C2COC(=O)N)OC)N4)N. Cell line: UO-31. Synergy scores: CSS=26.8, Synergy_ZIP=-8.15, Synergy_Bliss=-1.31, Synergy_Loewe=-3.97, Synergy_HSA=0.725. (2) Drug 1: CC12CCC3C(C1CCC2=O)CC(=C)C4=CC(=O)C=CC34C. Drug 2: C1=CC(=CC=C1CCCC(=O)O)N(CCCl)CCCl. Cell line: OVCAR-8. Synergy scores: CSS=35.2, Synergy_ZIP=-1.85, Synergy_Bliss=0.573, Synergy_Loewe=-11.8, Synergy_HSA=2.05.